This data is from Full USPTO retrosynthesis dataset with 1.9M reactions from patents (1976-2016). The task is: Predict the reactants needed to synthesize the given product. (1) The reactants are: [CH3:1][C:2]1[CH:3]=[C:4]([CH:35]=[C:36]([CH3:38])[CH:37]=1)[C:5]([N:7]([C@H:28]([CH2:33][CH3:34])[C:29]([CH3:32])([CH3:31])[CH3:30])[NH:8][C:9](=[O:27])[C:10]1[CH:15]=[CH:14][C:13]([CH:16]=O)=[C:12]([B:18]2OC(C)(C)C(C)(C)[O:19]2)[CH:11]=1)=[O:6].O.[NH2:40][NH2:41].C(Cl)Cl. Given the product [CH3:1][C:2]1[CH:3]=[C:4]([CH:35]=[C:36]([CH3:38])[CH:37]=1)[C:5]([N:7]([C@H:28]([CH2:33][CH3:34])[C:29]([CH3:32])([CH3:31])[CH3:30])[NH:8][C:9]([C:10]1[CH:15]=[CH:14][C:13]2[CH:16]=[N:41][NH:40][B:18]([OH:19])[C:12]=2[CH:11]=1)=[O:27])=[O:6], predict the reactants needed to synthesize it. (2) Given the product [CH:19]1([N:15]2[C:13]3=[N:14][C:9]([OH:8])=[CH:10][CH:11]=[C:12]3[N:17]=[CH:16]2)[CH2:22][CH2:21][CH2:20]1, predict the reactants needed to synthesize it. The reactants are: C([O:8][C:9]1[N:14]=[C:13]2[NH:15][CH:16]=[N:17][C:12]2=[CH:11][CH:10]=1)C1C=CC=CC=1.Br[CH:19]1[CH2:22][CH2:21][CH2:20]1.